From a dataset of Human Reference Interactome with 51,813 positive PPI pairs across 8,248 proteins, plus equal number of experimentally-validated negative pairs. Binary Classification. Given two protein amino acid sequences, predict whether they physically interact or not. Protein 1 (ENSG00000044459) has sequence MAARSPPSPHPSPPARQLGPRSPRVGRGAEVHAMRSEASGFAGAAREVVADESDKIWVGEEGSGGRRGPGGAAPAHAPLLSAPMGSRRLEGISVEEAMVTRTQLLEEELSSLKEELALCQADKEFVWSLWKRLQVTNPDLTQVVSLVVEREKQKSEAKDRKVLEILQVKDAKIQEFEQRESVLKQEINDLVKRKIAVDEENAFLRKEFSDLEKKFKDKSQEIKDTKECVQNKEEQNRLVIKNLEEENKKLSTRCTDLLNDLEKLRKQEAHLRKEKYSTDAKIKTFEDNLIEARKEVEVSQ.... Protein 2 (ENSG00000157119) has sequence MALGLEQAEEQRLYQQTLLQDGLKDMLDHGKFLDCVVRAGEREFPCHRLVLAACSPYFRARFLAEPERAGELHLEEVSPDVVAQVLHYLYTSEIALDEASVQDLFAAAHRFQIPSIFTICVSFLQKRLCLSNCLAVFRLGLLLDCARLAVAARDFICAHFTLVARDADFLGLSADELIAIISSDGLNVEKEEAVFEAVMRWAGSGDAEAQAERQRALPTVFESVRCRLLPRAFLESRVERHPLVRAQPELLRKVQMVKDAHEGRITTLRKKKKGKDGAGAKEADKGTSKAKAEEDEEAER.... Result: 0 (the proteins do not interact).